This data is from Forward reaction prediction with 1.9M reactions from USPTO patents (1976-2016). The task is: Predict the product of the given reaction. (1) The product is: [CH3:18][O:19][CH2:20][CH2:21][O:22][C:6]([N:5]1[C:9]2[CH:10]=[CH:11][C:12]([N+:14]([O-:16])=[O:15])=[CH:13][C:8]=2[O:7][CH2:2][CH2:3][CH2:4]1)=[O:17]. Given the reactants Cl[CH2:2][CH2:3][CH2:4][N:5]1[C:9]2[CH:10]=[CH:11][C:12]([N+:14]([O-:16])=[O:15])=[CH:13][C:8]=2[O:7][C:6]1=[O:17].[CH3:18][O:19][CH2:20][CH2:21][OH:22], predict the reaction product. (2) Given the reactants [CH3:1][C:2]1[CH:3]=[C:4]([CH3:20])[C:5]2[O:9][C:8](=[O:10])[N:7]([CH2:11][C:12]([O:14]C(C)(C)C)=[O:13])[C:6]=2[CH:19]=1.C1(C)C=CC=CC=1, predict the reaction product. The product is: [CH3:1][C:2]1[CH:3]=[C:4]([CH3:20])[C:5]2[O:9][C:8](=[O:10])[N:7]([CH2:11][C:12]([OH:14])=[O:13])[C:6]=2[CH:19]=1. (3) Given the reactants C[O:2][C:3]([C:5]1[N:6]=[N:7][N:8]([C@H:10]2[CH2:15][CH2:14][C@@H:13]([NH:16][C:17](=[O:27])[CH2:18][C:19]3[C:24]([F:25])=[CH:23][CH:22]=[CH:21][C:20]=3[Cl:26])[CH2:12][CH2:11]2)[CH:9]=1)=[O:4].O[Li].O.CCOC(C)=O, predict the reaction product. The product is: [Cl:26][C:20]1[CH:21]=[CH:22][CH:23]=[C:24]([F:25])[C:19]=1[CH2:18][C:17]([NH:16][C@@H:13]1[CH2:14][CH2:15][C@H:10]([N:8]2[CH:9]=[C:5]([C:3]([OH:4])=[O:2])[N:6]=[N:7]2)[CH2:11][CH2:12]1)=[O:27]. (4) Given the reactants [C:1]([O:5][C:6]([NH:8][C@@H:9]([CH2:13][CH:14]1[CH2:19][CH2:18][CH:17]([CH3:20])[CH2:16][CH2:15]1)[C:10](O)=[O:11])=[O:7])([CH3:4])([CH3:3])[CH3:2].C[CH2:22][N:23]=C=NCCCN(C)C.Cl.C1C=CC2N(O)N=NC=2C=1.CCN(C(C)C)C(C)C.CN.CCO, predict the reaction product. The product is: [CH3:22][NH:23][C:10]([C@@H:9]([NH:8][C:6](=[O:7])[O:5][C:1]([CH3:4])([CH3:3])[CH3:2])[CH2:13][CH:14]1[CH2:19][CH2:18][CH:17]([CH3:20])[CH2:16][CH2:15]1)=[O:11]. (5) Given the reactants [Cl:1][C:2]1[C:3]([CH:8]=O)=[N:4][CH:5]=[CH:6][CH:7]=1.[CH3:10][N:11]([CH3:15])[CH2:12][CH2:13][NH2:14].CCN(C(C)C)C(C)C.[BH-](OC(C)=O)(OC(C)=O)OC(C)=O.[Na+], predict the reaction product. The product is: [Cl:1][C:2]1[C:3]([CH2:8][NH:14][CH2:13][CH2:12][N:11]([CH3:15])[CH3:10])=[N:4][CH:5]=[CH:6][CH:7]=1. (6) Given the reactants [NH:1]1[C:9]2[C:4](=[CH:5][CH:6]=[CH:7][CH:8]=2)[C:3](/[CH:10]=[CH:11]/[C:12]([OH:14])=O)=[N:2]1.N=C=N.C1C=CC2N(O)N=NC=2C=1.[NH:28]1[CH2:33][CH2:32][CH:31]([C:34]([O:36][CH2:37][CH3:38])=[O:35])[CH2:30][CH2:29]1.C(=O)([O-])[O-], predict the reaction product. The product is: [NH:1]1[C:9]2[C:4](=[CH:5][CH:6]=[CH:7][CH:8]=2)[C:3](/[CH:10]=[CH:11]/[C:12]([N:28]2[CH2:33][CH2:32][CH:31]([C:34]([O:36][CH2:37][CH3:38])=[O:35])[CH2:30][CH2:29]2)=[O:14])=[N:2]1. (7) Given the reactants [N+:1]([C:4]1[CH:5]=[C:6]([S:10]([N:13]2[C:17]([C:18]3[CH:23]=[CH:22][CH:21]=[CH:20][CH:19]=3)=[CH:16][C:15]([CH:24]=O)=[CH:14]2)(=[O:12])=[O:11])[CH:7]=[CH:8][CH:9]=1)([O-:3])=[O:2].CO.[CH3:28][NH2:29].[BH4-].[Na+].[ClH:32].C(=O)([O-])O.[Na+], predict the reaction product. The product is: [ClH:32].[CH3:28][NH:29][CH2:24][C:15]1[CH:16]=[C:17]([C:18]2[CH:23]=[CH:22][CH:21]=[CH:20][CH:19]=2)[N:13]([S:10]([C:6]2[CH:7]=[CH:8][CH:9]=[C:4]([N+:1]([O-:3])=[O:2])[CH:5]=2)(=[O:12])=[O:11])[CH:14]=1. (8) Given the reactants C([O:4][C:5]1[CH:10]=[CH:9][CH:8]=[CH:7][C:6]=1[C:11](Cl)=[O:12])(=O)C.[CH2:14](N(C(C)C)C(C)C)C.[CH3:23][C:24]([C:27]([OH:29])=[O:28])([CH3:26])[NH2:25], predict the reaction product. The product is: [OH:4][C:5]1[CH:10]=[CH:9][CH:8]=[CH:7][C:6]=1[C:11]([NH:25][C:24]([CH3:26])([CH3:23])[C:27]([O:29][CH3:14])=[O:28])=[O:12]. (9) Given the reactants Br[C:2]1[C:3]([CH3:11])=[N:4][C:5]([CH3:10])=[C:6]([Br:9])[C:7]=1[Cl:8].C([Mg]Cl)(C)C.C1COCC1.Cl[C:23](=[O:29])[C:24]([O:26][CH2:27][CH3:28])=[O:25].CCOCC, predict the reaction product. The product is: [Br:9][C:6]1[C:7]([Cl:8])=[C:2]([C:23](=[O:29])[C:24]([O:26][CH2:27][CH3:28])=[O:25])[C:3]([CH3:11])=[N:4][C:5]=1[CH3:10]. (10) The product is: [Cl:32][C:27]1[C:28]([CH3:31])=[N:29][S:30][C:26]=1[NH:25][C:14](=[O:16])[CH2:13][C:10]1[CH:11]=[CH:12][C:6]2[O:5][C:4]([CH2:3][C:2]([CH3:1])([CH3:18])[CH3:17])=[N:8][C:7]=2[CH:9]=1. Given the reactants [CH3:1][C:2]([CH3:18])([CH3:17])[CH2:3][C:4]1[O:5][C:6]2[CH:12]=[CH:11][C:10]([CH2:13][C:14]([OH:16])=O)=[CH:9][C:7]=2[N:8]=1.C(Cl)(=O)C(Cl)=O.[NH2:25][C:26]1[S:30][N:29]=[C:28]([CH3:31])[C:27]=1[Cl:32], predict the reaction product.